This data is from Full USPTO retrosynthesis dataset with 1.9M reactions from patents (1976-2016). The task is: Predict the reactants needed to synthesize the given product. (1) Given the product [C:32]([O:36][C:37]([N:39]1[CH2:44][CH2:43][N:42]([CH2:13][C:7]2[N:8]([CH2:11][CH3:12])[C:9]3[C:5]([N:6]=2)=[C:4]([N:26]2[CH2:27][CH2:28][O:29][CH2:30][CH2:31]2)[N:3]=[C:2]([Cl:1])[N:10]=3)[CH2:41][C@@H:40]1[CH:45]([CH3:47])[CH3:46])=[O:38])([CH3:35])([CH3:34])[CH3:33], predict the reactants needed to synthesize it. The reactants are: [Cl:1][C:2]1[N:10]=[C:9]2[C:5]([N:6]=[C:7]([CH2:13]N3CCN(C(C)(C)C(N)=O)CC3)[N:8]2[CH2:11][CH3:12])=[C:4]([N:26]2[CH2:31][CH2:30][O:29][CH2:28][CH2:27]2)[N:3]=1.[C:32]([O:36][C:37]([N:39]1[CH2:44][CH2:43][NH:42][CH2:41][C@@H:40]1[CH:45]([CH3:47])[CH3:46])=[O:38])([CH3:35])([CH3:34])[CH3:33]. (2) Given the product [N:11]1([C:7]2[CH2:8][CH2:9][N:4]([C:1](=[O:3])[CH3:2])[CH2:5][CH:6]=2)[CH2:15][CH2:14][CH2:13][CH2:12]1, predict the reactants needed to synthesize it. The reactants are: [C:1]([N:4]1[CH2:9][CH2:8][C:7](=O)[CH2:6][CH2:5]1)(=[O:3])[CH3:2].[NH:11]1[CH2:15][CH2:14][CH2:13][CH2:12]1.O.C1(C)C=CC(S(O)(=O)=O)=CC=1.O. (3) Given the product [CH3:31][O:32][CH2:33][CH2:34][C:35]1[O:30][C:28]([CH:13]2[CH2:14][CH:15]([C:17]3[CH:18]=[CH:19][C:20]([O:23][C:24]([F:26])([F:27])[F:25])=[CH:21][CH:22]=3)[CH2:16][N:11]([C:9]([N:6]3[CH2:7][CH2:8][CH:3]([C:1]#[N:2])[CH2:4][CH2:5]3)=[O:10])[CH2:12]2)=[N:38][N:37]=1, predict the reactants needed to synthesize it. The reactants are: [C:1]([CH:3]1[CH2:8][CH2:7][N:6]([C:9]([N:11]2[CH2:16][CH:15]([C:17]3[CH:22]=[CH:21][C:20]([O:23][C:24]([F:27])([F:26])[F:25])=[CH:19][CH:18]=3)[CH2:14][CH:13]([C:28]([OH:30])=O)[CH2:12]2)=[O:10])[CH2:5][CH2:4]1)#[N:2].[CH3:31][O:32][CH2:33][CH2:34][C:35]([NH:37][NH2:38])=O. (4) Given the product [CH2:11]([N:4]1[CH2:1][C@H:2]2[C@:6]([N:8]([CH3:10])[CH3:9])([CH2:3]2)[CH2:5]1)[C:12]1[CH:17]=[CH:16][CH:15]=[CH:14][CH:13]=1, predict the reactants needed to synthesize it. The reactants are: [CH2:1]([N:4]([CH2:11][C:12]1[CH:17]=[CH:16][CH:15]=[CH:14][CH:13]=1)[CH2:5][C:6]([N:8]([CH3:10])[CH3:9])=O)[CH:2]=[CH2:3].C([Mg]Br)(C)C.